From a dataset of NCI-60 drug combinations with 297,098 pairs across 59 cell lines. Regression. Given two drug SMILES strings and cell line genomic features, predict the synergy score measuring deviation from expected non-interaction effect. Drug 1: CNC(=O)C1=CC=CC=C1SC2=CC3=C(C=C2)C(=NN3)C=CC4=CC=CC=N4. Drug 2: COC1=C(C=C2C(=C1)N=CN=C2NC3=CC(=C(C=C3)F)Cl)OCCCN4CCOCC4. Cell line: EKVX. Synergy scores: CSS=36.3, Synergy_ZIP=2.90, Synergy_Bliss=3.73, Synergy_Loewe=4.53, Synergy_HSA=6.52.